Dataset: Catalyst prediction with 721,799 reactions and 888 catalyst types from USPTO. Task: Predict which catalyst facilitates the given reaction. Reactant: [NH:1]1[CH2:6][CH2:5][NH:4][CH2:3][CH2:2]1.Br[CH2:8][CH2:9][O:10][C:11]1[CH:16]=[CH:15][C:14]([F:17])=[CH:13][C:12]=1[F:18].C([O-])([O-])=O.[K+].[K+]. Product: [F:18][C:12]1[CH:13]=[C:14]([F:17])[CH:15]=[CH:16][C:11]=1[O:10][CH2:9][CH2:8][N:1]1[CH2:6][CH2:5][NH:4][CH2:3][CH2:2]1. The catalyst class is: 131.